From a dataset of Catalyst prediction with 721,799 reactions and 888 catalyst types from USPTO. Predict which catalyst facilitates the given reaction. (1) Reactant: [NH2:1][C@H:2]1[C:11]2[C:6](=[CH:7][CH:8]=[C:9]([O:12][CH3:13])[N:10]=2)[N:5]([C:14](=[O:16])[CH3:15])[C@@H:4]([CH:17]2[CH2:19][CH2:18]2)[C@@H:3]1[CH3:20].Br[C:22]1[CH:27]=[CH:26][CH:25]=[C:24]([CH3:28])[N:23]=1.CN(C1C(C2C(P(C3CCCCC3)C3CCCCC3)=CC=CC=2)=CC=CC=1)C.CC(C)([O-])C.[Na+]. Product: [CH:17]1([C@H:4]2[C@H:3]([CH3:20])[C@@H:2]([NH:1][C:22]3[CH:27]=[CH:26][CH:25]=[C:24]([CH3:28])[N:23]=3)[C:11]3[C:6](=[CH:7][CH:8]=[C:9]([O:12][CH3:13])[N:10]=3)[N:5]2[C:14](=[O:16])[CH3:15])[CH2:19][CH2:18]1. The catalyst class is: 62. (2) Reactant: [C:1]([O:5][C:6]([N:8]1[C:16]2[C:11](=[CH:12][C:13]([C:17]3([CH3:22])[O:21]CCO3)=[CH:14][CH:15]=2)[CH:10]=[CH:9]1)=[O:7])([CH3:4])([CH3:3])[CH3:2].B(OC(C)C)(OC(C)C)O[CH:25](C)C.[Li+].CC([N-]C(C)C)C. Product: [C:1]([O:5][C:6]([N:8]1[C:16]2[C:11](=[CH:12][C:13]([C:17](=[O:21])[CH3:22])=[CH:14][CH:15]=2)[CH:10]=[C:9]1[CH3:25])=[O:7])([CH3:4])([CH3:2])[CH3:3]. The catalyst class is: 7. (3) Reactant: [I:1][C:2]1[C:10]2[C:5](=[CH:6][CH:7]=[C:8]([NH:11]C(=O)OC(C)(C)C)[CH:9]=2)[NH:4][N:3]=1.[C:19]([OH:25])([C:21]([F:24])([F:23])[F:22])=[O:20]. Product: [F:22][C:21]([F:24])([F:23])[C:19]([OH:25])=[O:20].[I:1][C:2]1[C:10]2[C:5](=[CH:6][CH:7]=[C:8]([NH2:11])[CH:9]=2)[NH:4][N:3]=1. The catalyst class is: 2. (4) The catalyst class is: 8. Product: [F:11][C:12]1[CH:20]=[CH:19][CH:18]=[CH:17][C:13]=1[CH2:14][CH2:15][N:9]1[C:6]2[CH:7]=[CH:8][C:3]([I:2])=[CH:4][C:5]=2[C:30]2[CH2:29][N:28]([CH3:27])[CH2:33][CH2:32][C:31]1=2. Reactant: Cl.[I:2][C:3]1[CH:8]=[CH:7][C:6]([NH:9]N)=[CH:5][CH:4]=1.[F:11][C:12]1[CH:20]=[CH:19][CH:18]=[CH:17][C:13]=1[CH2:14][CH2:15]Br.C(NCC)C.Cl.[CH3:27][N:28]1[CH2:33][CH2:32][C:31](=O)[CH2:30][CH2:29]1.FC(F)(F)C([O-])=O. (5) Reactant: [CH2:1]([S:3][CH2:4][CH2:5][O:6][C:7]1[CH:12]=[C:11]([CH3:13])[C:10]([C:14]2[CH:22]=[CH:21][CH:20]=[C:19]3[C:15]=2[CH2:16][CH2:17][CH:18]3[N:23]([S:38]([C:41]2[CH:46]=[CH:45][CH:44]=[CH:43][C:42]=2[N+:47]([O-:49])=[O:48])(=[O:40])=[O:39])[C:24]2[CH:29]=[CH:28][C:27]([CH2:30][CH2:31][C:32]([O:34]CC)=[O:33])=[C:26]([F:37])[CH:25]=2)=[C:9]([CH3:50])[CH:8]=1)[CH3:2].C(O)C.[OH-].[Na+].Cl. Product: [CH2:1]([S:3][CH2:4][CH2:5][O:6][C:7]1[CH:12]=[C:11]([CH3:13])[C:10]([C:14]2[CH:22]=[CH:21][CH:20]=[C:19]3[C:15]=2[CH2:16][CH2:17][CH:18]3[N:23]([S:38]([C:41]2[CH:46]=[CH:45][CH:44]=[CH:43][C:42]=2[N+:47]([O-:49])=[O:48])(=[O:40])=[O:39])[C:24]2[CH:29]=[CH:28][C:27]([CH2:30][CH2:31][C:32]([OH:34])=[O:33])=[C:26]([F:37])[CH:25]=2)=[C:9]([CH3:50])[CH:8]=1)[CH3:2]. The catalyst class is: 7. (6) Reactant: [CH2:1]([O:3][C:4](=[O:18])[C:5]([C:10]([C:12]1[CH:16]=[C:15]([Cl:17])[O:14][N:13]=1)=O)=[CH:6][N:7](C)C)[CH3:2].Cl.[C:20]([NH:24]N)([CH3:23])([CH3:22])[CH3:21].C([O-])(=O)C.[Na+]. Product: [CH2:1]([O:3][C:4]([C:5]1[CH:6]=[N:7][N:24]([C:20]([CH3:23])([CH3:22])[CH3:21])[C:10]=1[C:12]1[CH:16]=[C:15]([Cl:17])[O:14][N:13]=1)=[O:18])[CH3:2]. The catalyst class is: 8. (7) Reactant: [CH3:1][Si](C=[N+]=[N-])(C)C.[Br:8][C:9]1[CH:14]=[C:13]([Cl:15])[CH:12]=[CH:11][C:10]=1[S:16][CH2:17][C:18]([OH:20])=[O:19]. Product: [Br:8][C:9]1[CH:14]=[C:13]([Cl:15])[CH:12]=[CH:11][C:10]=1[S:16][CH2:17][C:18]([O:20][CH3:1])=[O:19]. The catalyst class is: 5. (8) Reactant: [NH2:1][C:2]1[CH:7]=[CH:6][CH:5]=[CH:4][N:3]=1.[CH:8]1([N+:14]#[C-:15])[CH2:13][CH2:12][CH2:11][CH2:10][CH2:9]1.[CH:16]1([CH:22]=O)[CH2:21][CH2:20][CH2:19][CH2:18][CH2:17]1.[C:24]([Cl:27])(=[O:26])[CH3:25]. Product: [Cl-:27].[C:24]([N+:1]1[C:22]([CH:16]2[CH2:17][CH2:18][CH2:19][CH2:20][CH2:21]2)=[C:15]([NH:14][CH:8]2[CH2:13][CH2:12][CH2:11][CH2:10][CH2:9]2)[N:3]2[CH:4]=[CH:5][CH:6]=[CH:7][C:2]=12)(=[O:26])[CH3:25]. The catalyst class is: 519.